This data is from Full USPTO retrosynthesis dataset with 1.9M reactions from patents (1976-2016). The task is: Predict the reactants needed to synthesize the given product. Given the product [C:1]([O:6][CH2:7][C:8]1[CH:9]=[CH:10][CH:11]=[CH:12][CH:13]=1)(=[O:5])[C:2]([CH3:4])=[CH2:3].[C:14]([OH:19])(=[O:18])[C:15]([CH3:17])=[CH2:16].[C:20]([O:25][CH3:26])(=[O:24])[C:21]([CH3:23])=[CH2:22], predict the reactants needed to synthesize it. The reactants are: [C:1]([O:6][CH2:7][C:8]1[CH:13]=[CH:12][CH:11]=[CH:10][CH:9]=1)(=[O:5])[C:2]([CH3:4])=[CH2:3].[C:14]([OH:19])(=[O:18])[C:15]([CH3:17])=[CH2:16].[C:20]([O:25][CH3:26])(=[O:24])[C:21]([CH3:23])=[CH2:22].